From a dataset of Forward reaction prediction with 1.9M reactions from USPTO patents (1976-2016). Predict the product of the given reaction. (1) Given the reactants [CH3:1][C:2]1[CH:3]=[C:4]([CH:20]=[CH:21][C:22]=1[S:23][CH3:24])[O:5][C:6]1[CH:15]=[CH:14][C:13]([S:16](=[O:19])(=[O:18])[NH2:17])=[CH:12][C:7]=1[C:8]([O:10]C)=[O:9].[OH-].[Li+], predict the reaction product. The product is: [CH3:1][C:2]1[CH:3]=[C:4]([CH:20]=[CH:21][C:22]=1[S:23][CH3:24])[O:5][C:6]1[CH:15]=[CH:14][C:13]([S:16](=[O:18])(=[O:19])[NH2:17])=[CH:12][C:7]=1[C:8]([OH:10])=[O:9]. (2) Given the reactants CC1(C)C(C)(C)OB([C:9]2[CH:14]=[CH:13][C:12]([C:15]([OH:18])([CH3:17])[CH3:16])=[CH:11][CH:10]=2)O1.Br[C:21]1[CH:26]=[CH:25][C:24]([C:27]2[C:45]([Cl:46])=[CH:44][C:30]3[NH:31][C:32]([O:34][C@H:35]4[CH2:40][O:39][C@H:38]([CH2:41][OH:42])[C@@H:37]([OH:43])[CH2:36]4)=[N:33][C:29]=3[CH:28]=2)=[CH:23][CH:22]=1, predict the reaction product. The product is: [Cl:46][C:45]1[C:27]([C:24]2[CH:25]=[CH:26][C:21]([C:9]3[CH:10]=[CH:11][C:12]([C:15]([OH:18])([CH3:16])[CH3:17])=[CH:13][CH:14]=3)=[CH:22][CH:23]=2)=[CH:28][C:29]2[N:33]=[C:32]([O:34][C@H:35]3[CH2:40][O:39][C@H:38]([CH2:41][OH:42])[C@@H:37]([OH:43])[CH2:36]3)[NH:31][C:30]=2[CH:44]=1. (3) Given the reactants [CH2:1]([O:3][C:4]([N:6]1[C:15]2[C:10](=[N:11][C:12]([O:16][CH3:17])=[CH:13][CH:14]=2)[C@@H:9]([NH:18][C:19]2[N:24]=[C:23]([CH2:25][C:26]3[CH:31]=[C:30]([C:32]([F:35])([F:34])[F:33])[CH:29]=[C:28]([C:36]([F:39])([F:38])[F:37])[CH:27]=3)[C:22]([NH:40][C:41]([O:43][CH2:44][CH2:45][OH:46])=[O:42])=[CH:21][N:20]=2)[CH2:8][C@H:7]1[CH2:47][CH3:48])=[O:5])[CH3:2].CC(C)=[O:51], predict the reaction product. The product is: [CH2:1]([O:3][C:4]([N:6]1[C:15]2[C:10](=[N:11][C:12]([O:16][CH3:17])=[CH:13][CH:14]=2)[C@@H:9]([NH:18][C:19]2[N:24]=[C:23]([CH2:25][C:26]3[CH:27]=[C:28]([C:36]([F:37])([F:39])[F:38])[CH:29]=[C:30]([C:32]([F:33])([F:34])[F:35])[CH:31]=3)[C:22]([NH:40][C:41]([O:43][CH2:44][C:45]([OH:51])=[O:46])=[O:42])=[CH:21][N:20]=2)[CH2:8][C@H:7]1[CH2:47][CH3:48])=[O:5])[CH3:2]. (4) Given the reactants [NH:1]1[CH2:6][CH2:5][CH:4]([CH:7]([O:9][CH:10]2[CH2:13][N:12]([C:14]([O:16][C:17]([CH3:20])([CH3:19])[CH3:18])=[O:15])[CH2:11]2)[CH3:8])[CH2:3][CH2:2]1.C([O-])([O-])=O.[Cs+].[Cs+].Cl[C:28]1[N:33]=[CH:32][C:31]([CH2:34][CH3:35])=[CH:30][N:29]=1, predict the reaction product. The product is: [CH2:34]([C:31]1[CH:30]=[N:29][C:28]([N:1]2[CH2:2][CH2:3][CH:4]([CH:7]([O:9][CH:10]3[CH2:13][N:12]([C:14]([O:16][C:17]([CH3:19])([CH3:18])[CH3:20])=[O:15])[CH2:11]3)[CH3:8])[CH2:5][CH2:6]2)=[N:33][CH:32]=1)[CH3:35]. (5) Given the reactants [OH:1][C:2]1[CH:3]=[C:4]([CH2:8][NH:9][C:10](=[O:18])[C:11]2[CH:16]=[CH:15][CH:14]=[N:13][C:12]=2[NH2:17])[CH:5]=[CH:6][CH:7]=1.Br[CH2:20][C:21]#[CH:22].C(=O)([O-])[O-].[Cs+].[Cs+].CN(C=O)C, predict the reaction product. The product is: [CH2:22]([O:1][C:2]1[CH:3]=[C:4]([CH2:8][NH:9][C:10](=[O:18])[C:11]2[CH:16]=[CH:15][CH:14]=[N:13][C:12]=2[NH2:17])[CH:5]=[CH:6][CH:7]=1)[C:21]#[CH:20]. (6) The product is: [C:32]([C:29]1[CH:30]=[CH:31][C:26]([C:25]([N:9]2[C@@H:10]([C:19]3[S:23][CH:22]=[N:21][CH:20]=3)[C@@H:11]([C:13]3[CH:18]=[N:17][CH:16]=[CH:15][N:14]=3)[CH2:12][C@@:8]2([CH2:39][CH:40]([CH3:41])[CH3:42])[C:6]([OH:7])=[O:5])=[O:38])=[CH:27][C:28]=1[O:36][CH3:37])([CH3:34])([CH3:35])[CH3:33]. Given the reactants C([O:5][C:6]([C@:8]1([CH2:39][CH:40]([CH3:42])[CH3:41])[CH2:12][C@H:11]([C:13]2[CH:18]=[N:17][CH:16]=[CH:15][N:14]=2)[C@H:10]([C:19]2[S:23][C:22](Cl)=[N:21][CH:20]=2)[N:9]1[C:25](=[O:38])[C:26]1[CH:31]=[CH:30][C:29]([C:32]([CH3:35])([CH3:34])[CH3:33])=[C:28]([O:36][CH3:37])[CH:27]=1)=[O:7])(C)(C)C.C(O)(C(F)(F)F)=O, predict the reaction product. (7) Given the reactants C(O[C:6]([N:8]1[C@H:12]([C:13]([OH:15])=O)[C:11]([CH3:17])([CH3:16])[S:10][CH2:9]1)=[O:7])(C)(C)C.[C:18](Cl)(=[O:22])[C:19](Cl)=O.[CH2:24]([Mg]Br)[CH2:25][CH:26]=[CH2:27].[NH2:30][C:31](N)=[O:32].C1[CH:35]=[CH:36][C:37]2N(O)N=N[C:38]=2[CH:39]=1.C1CCC(N=C=N[CH:53]2[CH2:58][CH2:57][CH2:56]CC2)CC1.Cl.[O:60]1[CH2:65][CH2:64]OCC1.[CH:66]1[CH:71]=CC=C[CH:67]=1, predict the reaction product. The product is: [CH2:24]([C@H:64]([NH:30][C:31](=[O:32])[C:37]1[CH:38]=[CH:39][CH:19]=[C:18]([OH:22])[C:36]=1[CH3:35])[C@H:65]([OH:60])[C:6]([N:8]1[C@H:12]([C:13](=[O:15])[CH2:53][CH2:58][CH:57]=[CH2:56])[C:11]([CH3:16])([CH3:17])[S:10][CH2:9]1)=[O:7])[C:25]1[CH:71]=[CH:66][CH:67]=[CH:27][CH:26]=1.